The task is: Predict the reactants needed to synthesize the given product.. This data is from Full USPTO retrosynthesis dataset with 1.9M reactions from patents (1976-2016). Given the product [NH2:1][C:2]1[C:7]([C:8]([NH:21][C:19]2[CH:18]=[CH:17][N:16]=[C:15]3[CH:14]=[CH:13][O:12][C:20]=23)=[O:10])=[CH:6][C:5]([Br:11])=[CH:4][N:3]=1, predict the reactants needed to synthesize it. The reactants are: [NH2:1][C:2]1[C:7]([C:8]([OH:10])=O)=[CH:6][C:5]([Br:11])=[CH:4][N:3]=1.[O:12]1[C:20]2[C:15](=[N:16][CH:17]=[CH:18][C:19]=2[NH2:21])[CH:14]=[CH:13]1.NC1N=CC(C2SC(CN3CCCCC3)=CC=2)=CC=1C(NC1C=CN=CC=1)=O.